This data is from Full USPTO retrosynthesis dataset with 1.9M reactions from patents (1976-2016). The task is: Predict the reactants needed to synthesize the given product. (1) Given the product [CH3:8][O:7][C:6]1[N:5]([C:9]2[CH:24]=[CH:23][C:12]([C:13]([NH:15][CH2:16][CH:17]3[CH2:22][CH2:21][O:20][CH2:19][CH2:18]3)=[O:14])=[CH:11][N:10]=2)[N:4]=[CH:3][C:2]=1[C:30]1[CH:29]=[CH:28][N:27]=[C:26]([CH3:25])[CH:31]=1, predict the reactants needed to synthesize it. The reactants are: Br[C:2]1[CH:3]=[N:4][N:5]([C:9]2[CH:24]=[CH:23][C:12]([C:13]([NH:15][CH2:16][CH:17]3[CH2:22][CH2:21][O:20][CH2:19][CH2:18]3)=[O:14])=[CH:11][N:10]=2)[C:6]=1[O:7][CH3:8].[CH3:25][C:26]1[CH:31]=[C:30](B(O)O)[CH:29]=[CH:28][N:27]=1.C(=O)(O)[O-].[Na+]. (2) Given the product [CH2:20]([NH:27][C:28](=[O:29])[NH:10][CH2:11][C:12]1([C:15]([O:17][CH2:18][CH3:19])=[O:16])[CH2:14][CH2:13]1)[C:21]1[CH:26]=[CH:25][CH:24]=[CH:23][CH:22]=1, predict the reactants needed to synthesize it. The reactants are: CCN(C(C)C)C(C)C.[NH2:10][CH2:11][C:12]1([C:15]([O:17][CH2:18][CH3:19])=[O:16])[CH2:14][CH2:13]1.[CH2:20]([N:27]=[C:28]=[O:29])[C:21]1[CH:26]=[CH:25][CH:24]=[CH:23][CH:22]=1. (3) Given the product [OH:39][C:33]([C:35]([F:38])([F:37])[F:36])=[O:34].[CH3:1][O:2][C:3]([C:5]1[C:22]([NH:23][C:24]2[CH:29]=[CH:28][C:27]([Br:30])=[CH:26][C:25]=2[Cl:31])=[C:21]([F:32])[C:8]2[N:9]=[CH:10][N:11]([CH2:12][CH2:13][C:14]([OH:16])=[O:15])[C:7]=2[CH:6]=1)=[O:4], predict the reactants needed to synthesize it. The reactants are: [CH3:1][O:2][C:3]([C:5]1[C:22]([NH:23][C:24]2[CH:29]=[CH:28][C:27]([Br:30])=[CH:26][C:25]=2[Cl:31])=[C:21]([F:32])[C:8]2[N:9]=[CH:10][N:11]([CH2:12][CH2:13][C:14]([O:16]C(C)(C)C)=[O:15])[C:7]=2[CH:6]=1)=[O:4].[C:33]([OH:39])([C:35]([F:38])([F:37])[F:36])=[O:34]. (4) Given the product [CH3:1][O:2][C:3]1[C:8]([NH2:9])=[CH:7][CH:6]=[C:5]([O:12][CH3:13])[C:4]=1[C:14]1[CH:19]=[CH:18][CH:17]=[CH:16][C:15]=1[CH3:20], predict the reactants needed to synthesize it. The reactants are: [CH3:1][O:2][C:3]1[C:8]([N+:9]([O-])=O)=[CH:7][CH:6]=[C:5]([O:12][CH3:13])[C:4]=1[C:14]1[CH:19]=[CH:18][CH:17]=[CH:16][C:15]=1[CH3:20]. (5) Given the product [C:1]1([CH3:28])[CH:6]=[CH:5][CH:4]=[C:3]([S:7]([N:10]2[CH2:19][CH2:18][CH2:17][C:16]3[N:15]=[CH:14][C:13]([NH2:20])=[CH:12][C:11]2=3)(=[O:9])=[O:8])[CH:2]=1, predict the reactants needed to synthesize it. The reactants are: [C:1]1([CH3:28])[CH:6]=[CH:5][CH:4]=[C:3]([S:7]([N:10]2[CH2:19][CH2:18][CH2:17][C:16]3[N:15]=[CH:14][C:13]([NH:20]C(=O)OC(C)(C)C)=[CH:12][C:11]2=3)(=[O:9])=[O:8])[CH:2]=1.FC(F)(F)C(O)=O. (6) Given the product [C:29]([O:28][C:26]([NH:25][C@@H:10]([CH2:11][C:12]1[C:20]2[C:15](=[CH:16][CH:17]=[CH:18][CH:19]=2)[N:14]([CH2:21][CH2:22][CH2:23][CH3:24])[CH:13]=1)[C:9]([NH:76][O:75][CH2:56][C:57]1[CH:62]=[CH:61][CH:60]=[CH:59][CH:58]=1)=[O:33])=[O:27])([CH3:30])([CH3:32])[CH3:31], predict the reactants needed to synthesize it. The reactants are: C(O[C:9](=[O:33])[C@@H:10]([NH:25][C:26]([O:28][C:29]([CH3:32])([CH3:31])[CH3:30])=[O:27])[CH2:11][C:12]1[C:20]2[C:15](=[CH:16][CH:17]=[CH:18][CH:19]=2)[N:14]([CH2:21][CH2:22][CH2:23][CH3:24])[CH:13]=1)C1C=CC=CC=1.CCN=C=NCCCN(C)C.Cl.C1C=CC2N(O)N=NC=2C=1.[C:56]([O:75][NH2:76])(C1C=CC=CC=1)(C1C=CC=CC=1)[C:57]1[CH:62]=[CH:61][CH:60]=[CH:59][CH:58]=1. (7) Given the product [Cl:2][C:3]1[CH:8]=[C:7]([N+:9]([O-:11])=[O:10])[CH:6]=[CH:5][C:4]=1[CH2:12][CH:13]=[O:19], predict the reactants needed to synthesize it. The reactants are: Cl.[Cl:2][C:3]1[CH:8]=[C:7]([N+:9]([O-:11])=[O:10])[CH:6]=[CH:5][C:4]=1/[CH:12]=[CH:13]/N(C)C.C([OH:19])C. (8) Given the product [F:1][C:2]1[CH:7]=[C:6]([N+:8]([O-:10])=[O:9])[CH:5]=[CH:4][C:3]=1[CH:11]1[CH2:16][CH2:15][S:14](=[O:18])(=[O:17])[NH:13][CH2:12]1, predict the reactants needed to synthesize it. The reactants are: [F:1][C:2]1[CH:7]=[C:6]([N+:8]([O-:10])=[O:9])[CH:5]=[CH:4][C:3]=1[CH:11]1[CH2:16][CH2:15][S:14](=[O:18])(=[O:17])[NH:13][C:12]1=O.[BH4-].[Na+].C1COCC1.FC(F)(F)C(O)=O. (9) Given the product [CH3:1][C:2]1[CH:14]=[C:13]([CH2:15][CH2:16][CH:17]([C:19]2[CH:24]=[CH:23][C:22]([S:25][CH3:26])=[CH:21][CH:20]=2)[O:18][CH2:1][CH2:2][CH2:3][CH3:11])[CH:12]=[C:11]([CH3:27])[C:3]=1[O:4][C:5]([CH3:9])([CH3:10])[C:6]([OH:8])=[O:7], predict the reactants needed to synthesize it. The reactants are: [CH3:1][C:2]1[CH:14]=[C:13]([CH2:15][CH2:16][CH:17]([C:19]2[CH:24]=[CH:23][C:22]([S:25][CH3:26])=[CH:21][CH:20]=2)[OH:18])[CH:12]=[C:11]([CH3:27])[C:3]=1[O:4][C:5]([CH3:10])([CH3:9])[C:6]([OH:8])=[O:7].